From a dataset of Forward reaction prediction with 1.9M reactions from USPTO patents (1976-2016). Predict the product of the given reaction. (1) Given the reactants [NH2:1][C:2]1[CH:3]=[CH:4][CH:5]=[C:6]2[C:11]=1[N:10]=[CH:9][CH:8]=[CH:7]2.C(N(CC)CC)C.[Br:19][CH2:20][C:21](Br)=[O:22], predict the reaction product. The product is: [Br:19][CH2:20][C:21]([NH:1][C:2]1[CH:3]=[CH:4][CH:5]=[C:6]2[C:11]=1[N:10]=[CH:9][CH:8]=[CH:7]2)=[O:22]. (2) The product is: [CH3:12][O:13][C:14]1[CH:15]=[C:16]2[C:21](=[CH:22][C:23]=1[O:24][CH3:25])[CH2:20][N:19]([C:7]1[CH:8]=[CH:9][C:4]([C:3]([O:2][CH3:1])=[O:11])=[CH:5][N:6]=1)[CH2:18][CH2:17]2. Given the reactants [CH3:1][O:2][C:3](=[O:11])[C:4]1[CH:9]=[CH:8][C:7](Cl)=[N:6][CH:5]=1.[CH3:12][O:13][C:14]1[CH:15]=[C:16]2[C:21](=[CH:22][C:23]=1[O:24][CH3:25])[CH2:20][NH:19][CH2:18][CH2:17]2.C(=O)([O-])[O-].[K+].[K+], predict the reaction product. (3) Given the reactants [F:1][C:2]1[CH:7]=[CH:6][C:5]([CH2:8][N:9]([CH2:25][C:26]2[S:27][CH:28]=[C:29]([C:31]([O:33]CC)=[O:32])[N:30]=2)[CH2:10][C:11]2[CH:16]=[CH:15][C:14]([O:17][CH2:18][C:19]3[CH:20]=[N:21][CH:22]=[CH:23][CH:24]=3)=[CH:13][CH:12]=2)=[CH:4][CH:3]=1.CO.[OH-].[Na+], predict the reaction product. The product is: [F:1][C:2]1[CH:7]=[CH:6][C:5]([CH2:8][N:9]([CH2:25][C:26]2[S:27][CH:28]=[C:29]([C:31]([OH:33])=[O:32])[N:30]=2)[CH2:10][C:11]2[CH:12]=[CH:13][C:14]([O:17][CH2:18][C:19]3[CH:20]=[N:21][CH:22]=[CH:23][CH:24]=3)=[CH:15][CH:16]=2)=[CH:4][CH:3]=1. (4) Given the reactants [CH2:1]([O:5][C:6]1[CH:7]=[C:8]([CH:25]=[CH:26][CH:27]=1)[CH2:9][N:10]1[CH2:14][CH2:13][CH:12]([C:15]2[O:19][C:18]([CH2:20][O:21]C(=O)C)=[N:17][N:16]=2)[CH2:11]1)[CH:2]([CH3:4])[CH3:3].O.C(=O)([O-])[O-].[K+].[K+], predict the reaction product. The product is: [CH2:1]([O:5][C:6]1[CH:7]=[C:8]([CH:25]=[CH:26][CH:27]=1)[CH2:9][N:10]1[CH2:14][CH2:13][CH:12]([C:15]2[O:19][C:18]([CH2:20][OH:21])=[N:17][N:16]=2)[CH2:11]1)[CH:2]([CH3:4])[CH3:3]. (5) Given the reactants [NH2:1][C:2]1[N:7]=[C:6]([C:8]2[CH:15]=[CH:14][C:11]([C:12]#[N:13])=[C:10](F)[CH:9]=2)[CH:5]=[C:4]([NH:17][CH2:18][CH:19]2[CH2:24][CH2:23][CH2:22][CH2:21][CH2:20]2)[N:3]=1.O.[NH2:26][NH2:27], predict the reaction product. The product is: [NH2:13][C:12]1[C:11]2[C:10](=[CH:9][C:8]([C:6]3[N:7]=[C:2]([NH2:1])[N:3]=[C:4]([NH:17][CH2:18][CH:19]4[CH2:24][CH2:23][CH2:22][CH2:21][CH2:20]4)[CH:5]=3)=[CH:15][CH:14]=2)[NH:27][N:26]=1.